This data is from Full USPTO retrosynthesis dataset with 1.9M reactions from patents (1976-2016). The task is: Predict the reactants needed to synthesize the given product. (1) Given the product [Br:3][C:4]1[CH:9]=[C:8]([F:10])[C:7]([O:11][CH3:13])=[C:6]([F:12])[CH:5]=1, predict the reactants needed to synthesize it. The reactants are: IC.[Br:3][C:4]1[CH:9]=[C:8]([F:10])[C:7]([OH:11])=[C:6]([F:12])[CH:5]=1.[C:13](=O)([O-])[O-].[K+].[K+].ClCCl. (2) Given the product [F:5][C:6]1[CH:7]=[CH:8][C:9]([CH:12]([C:20]2([CH:51]([CH3:56])[CH3:52])[CH2:25][CH2:24][NH:23][CH2:22][CH2:21]2)[CH2:13][N:14]2[CH2:19][CH2:18][N:17]([CH2:47][CH2:30][C:29]([C:32]3[CH:37]=[CH:36][CH:35]=[CH:34][C:33]=3[C:38]3[CH:39]=[CH:40][C:41]([F:44])=[CH:42][CH:43]=3)=[O:31])[CH2:16][CH2:15]2)=[CH:10][CH:11]=1, predict the reactants needed to synthesize it. The reactants are: Cl.Cl.Cl.Cl.[F:5][C:6]1[CH:11]=[CH:10][C:9]([CH:12]([CH:20]2[CH2:25][CH2:24][N:23](C(C)C)[CH2:22][CH2:21]2)[CH2:13][N:14]2[CH2:19][CH2:18][NH:17][CH2:16][CH2:15]2)=[CH:8][CH:7]=1.[C:29]([C:32]1[CH:37]=[CH:36][CH:35]=[CH:34][C:33]=1[C:38]1[CH:43]=[CH:42][C:41]([F:44])=[CH:40][CH:39]=1)(=[O:31])[CH3:30].Cl.O1CCO[CH2:47]1.[C:51]1(C)[CH:56]=CC=C[CH:52]=1.